From a dataset of Full USPTO retrosynthesis dataset with 1.9M reactions from patents (1976-2016). Predict the reactants needed to synthesize the given product. (1) Given the product [F:1][C:2]1[CH:3]=[C:4]([CH2:12][OH:13])[C:5]2[O:9][C:8]([CH3:10])=[CH:7][C:6]=2[CH:11]=1, predict the reactants needed to synthesize it. The reactants are: [F:1][C:2]1[CH:3]=[C:4]([C:12](OC)=[O:13])[C:5]2[O:9][C:8]([CH3:10])=[CH:7][C:6]=2[CH:11]=1.[H-].[H-].[H-].[H-].[Li+].[Al+3]. (2) Given the product [CH3:17][O:16][C:14]1[CH:15]=[C:10]([CH:9]=[CH:28][C:27]2[CH:30]=[CH:31][C:24]([F:23])=[CH:25][CH:26]=2)[CH:11]=[C:12]([O:21][CH3:22])[C:13]=1[CH2:18][CH2:19][CH3:20], predict the reactants needed to synthesize it. The reactants are: C(OP([CH2:9][C:10]1[CH:15]=[C:14]([O:16][CH3:17])[C:13]([CH2:18][CH2:19][CH3:20])=[C:12]([O:21][CH3:22])[CH:11]=1)(=O)OCC)C.[F:23][C:24]1[CH:31]=[CH:30][C:27]([CH:28]=O)=[CH:26][CH:25]=1. (3) Given the product [Cl-:71].[CH2:13]([O:12][C:9]1[CH:10]=[CH:11][C:6]([CH2:5][C@H:4]([NH:25][C:26]([C@@H:27]([NH3+:51])[CH2:28][C:29]2[CH:34]=[CH:33][C:32]([O:35][CH2:36][C:37]3[CH:38]=[CH:39][CH:40]=[CH:41][CH:42]=3)=[C:31]([O:43][CH2:44][C:45]3[CH:46]=[CH:47][CH:48]=[CH:49][CH:50]=3)[CH:30]=2)=[O:62])[C:3]([O:2][CH3:1])=[O:63])=[CH:7][C:8]=1[O:20][C:21](=[O:24])[NH:22][CH3:23])[C:14]1[CH:15]=[CH:16][CH:17]=[CH:18][CH:19]=1, predict the reactants needed to synthesize it. The reactants are: [CH3:1][O:2][C:3](=[O:63])[C@@H:4]([NH:25][C:26](=[O:62])[C@@H:27]([NH:51]C(OCC1C=CC=CC=1)=O)[CH2:28][C:29]1[CH:34]=[CH:33][C:32]([O:35][CH2:36][C:37]2[CH:42]=[CH:41][CH:40]=[CH:39][CH:38]=2)=[C:31]([O:43][CH2:44][C:45]2[CH:50]=[CH:49][CH:48]=[CH:47][CH:46]=2)[CH:30]=1)[CH2:5][C:6]1[CH:11]=[CH:10][C:9]([O:12][CH2:13][C:14]2[CH:19]=[CH:18][CH:17]=[CH:16][CH:15]=2)=[C:8]([O:20][C:21](=[O:24])[NH:22][CH3:23])[CH:7]=1.C([Cl:71])C1C=CC=CC=1.[H][H]. (4) Given the product [CH3:1][O:2][C:3]1[CH:4]=[C:5]([C:11]2[N:16]=[C:15]([C:17]([N:19]3[CH2:20][CH2:21][N:22]([C:25]4[CH:26]=[CH:27][N+:28]([O-:39])=[CH:29][CH:30]=4)[CH2:23][CH2:24]3)=[O:18])[CH:14]=[CH:13][CH:12]=2)[CH:6]=[CH:7][C:8]=1[O:9][CH3:10], predict the reactants needed to synthesize it. The reactants are: [CH3:1][O:2][C:3]1[CH:4]=[C:5]([C:11]2[N:16]=[C:15]([C:17]([N:19]3[CH2:24][CH2:23][N:22]([C:25]4[CH:30]=[CH:29][N:28]=[CH:27][CH:26]=4)[CH2:21][CH2:20]3)=[O:18])[CH:14]=[CH:13][CH:12]=2)[CH:6]=[CH:7][C:8]=1[O:9][CH3:10].ClC1C=CC=C(C(OO)=[O:39])C=1.S([O-])([O-])(=O)=S.[Na+].[Na+]. (5) Given the product [CH2:39]([C:46]1[CH:51]=[C:50]([CH3:52])[N:49]=[C:48]([NH:38][C:35]2[CH:36]=[CH:37][C:32]([C:29]3[O:28][C:27]([CH3:26])=[N:31][CH:30]=3)=[CH:33][CH:34]=2)[N:47]=1)[C:40]1[CH:41]=[CH:42][CH:43]=[CH:44][CH:45]=1, predict the reactants needed to synthesize it. The reactants are: C1(P(C2CCCCC2)C2C=CC=CC=2C2C=CC=CC=2)CCCCC1.[CH3:26][C:27]1[O:28][C:29]([C:32]2[CH:37]=[CH:36][C:35]([NH2:38])=[CH:34][CH:33]=2)=[CH:30][N:31]=1.[CH2:39]([C:46]1[CH:51]=[C:50]([CH3:52])[N:49]=[C:48](Cl)[N:47]=1)[C:40]1[CH:45]=[CH:44][CH:43]=[CH:42][CH:41]=1.O.